This data is from Forward reaction prediction with 1.9M reactions from USPTO patents (1976-2016). The task is: Predict the product of the given reaction. (1) Given the reactants C[O:2][C:3](=O)[C:4]1[CH:9]=[C:8]([O:10][C@@H:11]([CH3:21])[CH2:12][O:13][Si](C(C)(C)C)(C)C)[CH:7]=[C:6]([O:22][C:23]2[CH:28]=[CH:27][C:26]([S:29]([CH3:32])(=[O:31])=[O:30])=[CH:25][CH:24]=2)[CH:5]=1.[NH2:34][C:35]1[S:39][N:38]=[C:37]([CH3:40])[N:36]=1, predict the reaction product. The product is: [OH:13][CH2:12][CH:11]([CH3:21])[O:10][C:8]1[CH:7]=[C:6]([O:22][C:23]2[CH:24]=[CH:25][C:26]([S:29]([CH3:32])(=[O:30])=[O:31])=[CH:27][CH:28]=2)[CH:5]=[C:4]([CH:9]=1)[C:3]([NH:34][C:35]1[S:39][N:38]=[C:37]([CH3:40])[N:36]=1)=[O:2]. (2) The product is: [CH3:1][O:2][C:3]1[CH:4]=[CH:5][C:6]([C:9]2[N:10]=[C:11]([C:22]3([C:28]4[CH:33]=[CH:32][CH:31]=[CH:30][CH:29]=4)[CH2:27][CH2:26][N:25]([C:38](=[O:44])[N:55]([OH:56])[CH3:54])[CH2:24][CH2:23]3)[O:12][C:13]=2[C:14]2[CH:15]=[CH:16][C:17]([O:20][CH3:21])=[CH:18][CH:19]=2)=[CH:7][CH:8]=1. Given the reactants [CH3:1][O:2][C:3]1[CH:8]=[CH:7][C:6]([C:9]2[N:10]=[C:11]([C:22]3([C:28]4[CH:33]=[CH:32][CH:31]=[CH:30][CH:29]=4)[CH2:27][CH2:26][NH:25][CH2:24][CH2:23]3)[O:12][C:13]=2[C:14]2[CH:19]=[CH:18][C:17]([O:20][CH3:21])=[CH:16][CH:15]=2)=[CH:5][CH:4]=1.ClC(Cl)(O[C:38](=[O:44])OC(Cl)(Cl)Cl)Cl.C(N(CC)CC)C.Cl.[CH3:54][NH:55][OH:56], predict the reaction product. (3) Given the reactants C([O:4][C:5]1[CH:6]=[C:7]([C:11]23[CH2:20][CH:15]([CH2:16][CH:17]([NH2:19])[CH2:18]2)[N:14]([CH2:21][CH2:22][CH2:23][C:24]2[CH:29]=[CH:28][CH:27]=[CH:26][CH:25]=2)[CH2:13][CH:12]3[CH3:30])[CH:8]=[CH:9][CH:10]=1)(C)C.Br.[OH-].[Na+], predict the reaction product. The product is: [NH2:19][C@H:17]1[CH2:16][C@H:15]2[CH2:20][C@:11]([C:7]3[CH:6]=[C:5]([OH:4])[CH:10]=[CH:9][CH:8]=3)([C@H:12]([CH3:30])[CH2:13][N:14]2[CH2:21][CH2:22][CH2:23][C:24]2[CH:25]=[CH:26][CH:27]=[CH:28][CH:29]=2)[CH2:18]1. (4) The product is: [CH2:8]([C:12]1([O:18][CH3:19])[CH2:13][CH2:14][N:15]([C:21]2[CH:31]=[CH:30][C:24]([C:25]([O:27][CH2:28][CH3:29])=[O:26])=[CH:23][CH:22]=2)[CH2:16][CH2:17]1)[CH2:9][CH2:10][CH3:11]. Given the reactants FC(F)(F)C(O)=O.[CH2:8]([C:12]1([O:18][CH3:19])[CH2:17][CH2:16][NH:15][CH2:14][CH2:13]1)[CH2:9][CH2:10][CH3:11].F[C:21]1[CH:31]=[CH:30][C:24]([C:25]([O:27][CH2:28][CH3:29])=[O:26])=[CH:23][CH:22]=1.C(=O)([O-])[O-].[K+].[K+].O, predict the reaction product. (5) Given the reactants [Br:1][CH2:2][C:3]([OH:5])=[O:4].O[N:7]1[C:11](=[O:12])[CH2:10][CH2:9][C:8]1=[O:13], predict the reaction product. The product is: [CH2:10]1[C:11](=[O:12])[N:7]([O:4][C:3]([CH2:2][Br:1])=[O:5])[C:8](=[O:13])[CH2:9]1.[Br:1][CH2:2][C:3]([OH:5])=[O:4].